This data is from Catalyst prediction with 721,799 reactions and 888 catalyst types from USPTO. The task is: Predict which catalyst facilitates the given reaction. (1) Reactant: [CH3:1][N:2]1[CH2:7][CH2:6][N:5]([C:8]2[CH:15]=[CH:14][CH:13]=[CH:12][C:9]=2[CH:10]=O)[CH2:4][CH2:3]1.[F:16][C:17]([F:31])([F:30])[C:18]1[CH:23]=[CH:22][C:21]([N:24]2[CH2:28][CH2:27][CH2:26][C:25]2=[O:29])=[CH:20][CH:19]=1.O. Product: [CH3:1][N:2]1[CH2:7][CH2:6][N:5]([C:8]2[CH:15]=[CH:14][CH:13]=[CH:12][C:9]=2[CH:10]=[C:26]2[CH2:27][CH2:28][N:24]([C:21]3[CH:20]=[CH:19][C:18]([C:17]([F:31])([F:16])[F:30])=[CH:23][CH:22]=3)[C:25]2=[O:29])[CH2:4][CH2:3]1. The catalyst class is: 1. (2) Reactant: [CH2:1]([C:3]1[CH:8]=[CH:7][CH:6]=[CH:5][C:4]=1[OH:9])[CH3:2].Cl.[N:11]([O-])=[O:12].[Na+]. Product: [CH2:1]([C:3]1[C:4](=[O:9])[CH:5]=[CH:6][C:7](=[N:11][OH:12])[CH:8]=1)[CH3:2]. The catalyst class is: 8. (3) Reactant: I[C:2]1([C:7]2[S:8][CH:9]=[CH:10][C:11]=2C2SC=CC=2)[CH2:6][CH:5]=[CH:4][S:3]1.[CH2:17]([O:21][P:22]([C:29]1[CH:30]=[C:31]([C:47]2[S:48][C:49]([Sn](CCCC)(CCCC)CCCC)=[C:50]([P:52]([O:59][CH2:60][CH2:61][CH2:62][CH3:63])([O:54][CH2:55][CH2:56][CH2:57][CH3:58])=[O:53])[CH:51]=2)[S:32][C:33]=1[Sn](CCCC)(CCCC)CCCC)([O:24][CH2:25][CH2:26][CH2:27][CH3:28])=[O:23])[CH2:18][CH2:19][CH3:20].[F-].[K+]. Product: [CH2:55]([O:54][P:52]([C:50]1[CH:51]=[C:47]([C:31]2[S:32][C:33]([C:9]3[S:8][C:7]([C:2]4[S:3][C:4]([C:2]5[S:3][CH:4]=[CH:5][CH:6]=5)=[CH:5][CH:6]=4)=[CH:11][CH:10]=3)=[C:29]([P:22]([O:21][CH2:17][CH2:18][CH2:19][CH3:20])([O:24][CH2:25][CH2:26][CH2:27][CH3:28])=[O:23])[CH:30]=2)[S:48][C:49]=1[C:7]1[S:8][C:9]([C:9]2[S:8][C:7]([C:2]3[S:3][CH:4]=[CH:5][CH:6]=3)=[CH:11][CH:10]=2)=[CH:10][CH:11]=1)([O:59][CH2:60][CH2:61][CH2:62][CH3:63])=[O:53])[CH2:56][CH2:57][CH3:58]. The catalyst class is: 11. (4) Reactant: [Br:1][C:2]1[CH:7]=[C:6]([Cl:8])[CH:5]=[CH:4][C:3]=1[OH:9].C(=O)([O-])[O-].[K+].[K+].Cl[CH2:17][C:18]([CH3:20])=[CH2:19].O. Product: [Br:1][C:2]1[CH:7]=[C:6]([Cl:8])[CH:5]=[CH:4][C:3]=1[O:9][CH2:19][C:18]([CH3:20])=[CH2:17]. The catalyst class is: 3. (5) Reactant: [CH3:1][C@@H:2]1[CH2:7][NH:6][CH2:5][C@H:4]([NH:8][C:9](=[O:15])[O:10][C:11]([CH3:14])([CH3:13])[CH3:12])[CH2:3]1.Br[C:17]1[CH:26]=[CH:25][C:24]([C:27]#[N:28])=[C:23]2[C:18]=1[CH:19]=[CH:20][CH:21]=[N:22]2.CCN(C(C)C)C(C)C. Product: [C:27]([C:24]1[CH:25]=[CH:26][C:17]([N:6]2[CH2:7][C@@H:2]([CH3:1])[CH2:3][C@@H:4]([NH:8][C:9](=[O:15])[O:10][C:11]([CH3:14])([CH3:13])[CH3:12])[CH2:5]2)=[C:18]2[C:23]=1[N:22]=[CH:21][CH:20]=[CH:19]2)#[N:28]. The catalyst class is: 287. (6) Reactant: [BH4-].[Na+].[CH3:3][O:4][C:5]1[CH:6]=[C:7]2[C:12](=[CH:13][CH:14]=1)[C:11]([C:15]1[S:16][CH:17]=[CH:18][CH:19]=1)=[N:10][CH2:9][CH2:8]2. Product: [CH3:3][O:4][C:5]1[CH:6]=[C:7]2[C:12](=[CH:13][CH:14]=1)[CH:11]([C:15]1[S:16][CH:17]=[CH:18][CH:19]=1)[NH:10][CH2:9][CH2:8]2. The catalyst class is: 5. (7) Reactant: O.NN.O=C1C2C(=CC=CC=2)C(=O)[N:6]1[CH2:15][C@@H:16]([NH:28][C:29](=[O:42])[C:30]1[CH:35]=[CH:34][C:33]([C:36]2[N:40]([CH3:41])[N:39]=[CH:38][N:37]=2)=[CH:32][CH:31]=1)[CH2:17][C:18]1[CH:23]=[CH:22][CH:21]=[CH:20][C:19]=1[C:24]([F:27])([F:26])[F:25]. Product: [NH2:6][CH2:15][C@@H:16]([NH:28][C:29](=[O:42])[C:30]1[CH:35]=[CH:34][C:33]([C:36]2[N:40]([CH3:41])[N:39]=[CH:38][N:37]=2)=[CH:32][CH:31]=1)[CH2:17][C:18]1[CH:23]=[CH:22][CH:21]=[CH:20][C:19]=1[C:24]([F:27])([F:26])[F:25]. The catalyst class is: 61. (8) Reactant: [CH3:1][C:2]1[CH:7]=[CH:6][C:5]([C:8]2[O:12][N:11]=[CH:10][C:9]=2[C:13]([OH:15])=O)=[CH:4][CH:3]=1.CN(C(ON1N=NC2C=CC=CC1=2)=[N+](C)C)C.[B-](F)(F)(F)F.C(N(C(C)C)C(C)C)C.Cl.[F:48][C:49]1[CH:54]=[CH:53][C:52]([C:55]2([OH:60])[CH2:59][CH2:58][NH:57][CH2:56]2)=[CH:51][CH:50]=1. Product: [F:48][C:49]1[CH:50]=[CH:51][C:52]([C:55]2([OH:60])[CH2:59][CH2:58][N:57]([C:13]([C:9]3[CH:10]=[N:11][O:12][C:8]=3[C:5]3[CH:4]=[CH:3][C:2]([CH3:1])=[CH:7][CH:6]=3)=[O:15])[CH2:56]2)=[CH:53][CH:54]=1. The catalyst class is: 3. (9) Reactant: [N:1]1[C:9]([NH:10][C@H:11]([C:13]2[N:14]([C:25]3[CH:30]=[CH:29][CH:28]=[CH:27][CH:26]=3)[C:15](=[O:24])[C:16]3[C:21]([CH:22]=2)=[CH:20][CH:19]=[CH:18][C:17]=3Cl)[CH3:12])=[C:8]2[C:4]([NH:5][CH:6]=[N:7]2)=[N:3][CH:2]=1.[NH:31]1[CH2:35][CH2:34][CH2:33][CH2:32]1. Product: [N:1]1[C:9]([NH:10][C@H:11]([C:13]2[N:14]([C:25]3[CH:30]=[CH:29][CH:28]=[CH:27][CH:26]=3)[C:15](=[O:24])[C:16]3[C:21]([CH:22]=2)=[CH:20][CH:19]=[CH:18][C:17]=3[N:31]2[CH2:35][CH2:34][CH2:33][CH2:32]2)[CH3:12])=[C:8]2[C:4]([NH:5][CH:6]=[N:7]2)=[N:3][CH:2]=1. The catalyst class is: 12.